This data is from Experimental lipophilicity measurements (octanol/water distribution) for 4,200 compounds from AstraZeneca. The task is: Regression/Classification. Given a drug SMILES string, predict its absorption, distribution, metabolism, or excretion properties. Task type varies by dataset: regression for continuous measurements (e.g., permeability, clearance, half-life) or binary classification for categorical outcomes (e.g., BBB penetration, CYP inhibition). For this dataset (lipophilicity_astrazeneca), we predict Y. The molecule is COCCOc1ccc(C(=O)Nc2cc(NC(=O)c3cccc(N(C)C)c3)ccc2C)cc1. The Y is 2.74 logD.